This data is from Forward reaction prediction with 1.9M reactions from USPTO patents (1976-2016). The task is: Predict the product of the given reaction. (1) Given the reactants Br[C:2]1[CH:3]=[C:4]2[C:9](=[CH:10][CH:11]=1)[C:8](=[O:12])[NH:7][N:6]=[C:5]2[Cl:13].[Cl:14][C:15]1[CH:22]=[CH:21][C:20]([C:23]([F:26])([F:25])[F:24])=[CH:19][C:16]=1[CH2:17][NH2:18].C1C=CC(P(C2C(C3C(P(C4C=CC=CC=4)C4C=CC=CC=4)=CC=C4C=3C=CC=C4)=C3C(C=CC=C3)=CC=2)C2C=CC=CC=2)=CC=1.CC([O-])(C)C.[Na+], predict the reaction product. The product is: [Cl:13][C:5]1[C:4]2[C:9](=[CH:10][CH:11]=[C:2]([NH:18][CH2:17][C:16]3[CH:19]=[C:20]([C:23]([F:24])([F:25])[F:26])[CH:21]=[CH:22][C:15]=3[Cl:14])[CH:3]=2)[C:8](=[O:12])[NH:7][N:6]=1. (2) Given the reactants CO[C:3](=[O:24])[C:4]1[CH:9]=[CH:8][C:7]([O:10][CH2:11][C:12]2[C:13]([C:18]3[CH:23]=[CH:22][CH:21]=[CH:20][CH:19]=3)=[N:14][O:15][C:16]=2[CH3:17])=[N:6][CH:5]=1.[NH:25]1[CH2:29][CH2:28][CH:27]([OH:30])[CH2:26]1, predict the reaction product. The product is: [OH:30][CH:27]1[CH2:28][CH2:29][N:25]([C:3]([C:4]2[CH:5]=[N:6][C:7]([O:10][CH2:11][C:12]3[C:13]([C:18]4[CH:19]=[CH:20][CH:21]=[CH:22][CH:23]=4)=[N:14][O:15][C:16]=3[CH3:17])=[CH:8][CH:9]=2)=[O:24])[CH2:26]1. (3) Given the reactants COC1C=C(OC)C=CC=1C[N:6]([C:29]1[CH:34]=[CH:33][N:32]=[CH:31][N:30]=1)[S:7]([C:10]1[CH:15]=[CH:14][C:13]([O:16][C@@H:17]2[CH2:21][CH2:20][CH2:19][C@H:18]2[C:22]2[N:26]([CH3:27])[N:25]=[CH:24][CH:23]=2)=[CH:12][C:11]=1[F:28])(=[O:9])=[O:8].C([SiH](CC)CC)C.FC(F)(F)C(O)=O, predict the reaction product. The product is: [F:28][C:11]1[CH:12]=[C:13]([O:16][C@@H:17]2[CH2:21][CH2:20][CH2:19][C@H:18]2[C:22]2[N:26]([CH3:27])[N:25]=[CH:24][CH:23]=2)[CH:14]=[CH:15][C:10]=1[S:7]([NH:6][C:29]1[CH:34]=[CH:33][N:32]=[CH:31][N:30]=1)(=[O:8])=[O:9]. (4) Given the reactants [NH:1]([C:70]([O:72][C:73]([CH3:76])([CH3:75])[CH3:74])=[O:71])[C@H:2]([C:7]([NH:9][C@H:10]([C:28]([N:30]1[CH2:69][CH2:68][CH2:67][C@H:31]1[C:32]([NH:34][C@H:35]([C:37]([NH:39][C@H:40]([C:57]([O:59]CC1C=CC=CC=1)=[O:58])[CH2:41][CH2:42][CH2:43][CH2:44][NH:45][C:46]([O:48][CH2:49][C:50]1[CH:56]=[CH:55][CH:54]=[CH:53][C:51]=1[Cl:52])=[O:47])=[O:38])[CH3:36])=[O:33])=[O:29])[CH2:11][CH2:12][CH2:13][NH:14][C:15](=[NH:27])[NH:16][S:17]([C:20]1[CH:26]=[CH:25][C:23]([CH3:24])=[CH:22][CH:21]=1)(=[O:19])=[O:18])=[O:8])[CH2:3][C:4](=[O:6])[NH2:5].[OH-].[Na+].C(Cl)(Cl)Cl.CO, predict the reaction product. The product is: [NH:1]([C:70]([O:72][C:73]([CH3:74])([CH3:76])[CH3:75])=[O:71])[C@H:2]([C:7]([NH:9][C@H:10]([C:28]([N:30]1[CH2:69][CH2:68][CH2:67][C@H:31]1[C:32]([NH:34][C@H:35]([C:37]([NH:39][C@H:40]([C:57]([OH:59])=[O:58])[CH2:41][CH2:42][CH2:43][CH2:44][NH:45][C:46]([O:48][CH2:49][C:50]1[CH:56]=[CH:55][CH:54]=[CH:53][C:51]=1[Cl:52])=[O:47])=[O:38])[CH3:36])=[O:33])=[O:29])[CH2:11][CH2:12][CH2:13][NH:14][C:15](=[NH:27])[NH:16][S:17]([C:20]1[CH:26]=[CH:25][C:23]([CH3:24])=[CH:22][CH:21]=1)(=[O:19])=[O:18])=[O:8])[CH2:3][C:4](=[O:6])[NH2:5]. (5) The product is: [Cl:68][C:69]1[CH:74]=[CH:73][CH:72]=[C:71]([Cl:75])[C:70]=1[CH2:76][C:77]([NH:79][C:80](=[S:81])[NH:55][C:41]1[CH:42]=[CH:43][C:44]([O:45][C:46]2[CH:51]=[CH:50][N:49]=[C:48]3[CH:52]=[CH:53][S:54][C:47]=23)=[C:39]([F:38])[CH:40]=1)=[O:78]. Given the reactants C(N1C2N=CN=C(OC3C=CC(NC(NC(=O)CC4C=CC=CC=4)=S)=CC=3F)C=2C=C1)C1C=CC=CC=1.[F:38][C:39]1[CH:40]=[C:41]([NH:55]C(NC(=O)CC2C=CC=CC=2)=S)[CH:42]=[CH:43][C:44]=1[O:45][C:46]1[CH:51]=[CH:50][N:49]=[C:48]2[CH:52]=[CH:53][S:54][C:47]=12.[Cl:68][C:69]1[CH:74]=[CH:73][CH:72]=[C:71]([Cl:75])[C:70]=1[CH2:76][C:77]([N:79]=[C:80]=[S:81])=[O:78], predict the reaction product. (6) Given the reactants [CH3:1][O:2][C:3]([C:5]1[N:6]=[C:7](I)[C:8]2[C:13]([C:14]=1[OH:15])=[CH:12][CH:11]=[C:10]([O:16][C:17]1[CH:22]=[CH:21][C:20]([Cl:23])=[CH:19][CH:18]=1)[CH:9]=2)=[O:4].[C:25]([Cu])#[N:26].C(Cl)Cl, predict the reaction product. The product is: [CH3:1][O:2][C:3]([C:5]1[N:6]=[C:7]([C:25]#[N:26])[C:8]2[C:13]([C:14]=1[OH:15])=[CH:12][CH:11]=[C:10]([O:16][C:17]1[CH:22]=[CH:21][C:20]([Cl:23])=[CH:19][CH:18]=1)[CH:9]=2)=[O:4]. (7) Given the reactants COC1C=C(C=CC=1OC)C[NH:7][C:8]1[N:13]2[N:14]=[C:15]([C:17]3[O:18][CH:19]=[CH:20][CH:21]=3)[N:16]=[C:12]2[CH:11]=[C:10](/[CH:22]=[CH:23]/[CH2:24][OH:25])[N:9]=1.O.C(C1C(=O)C(Cl)=C(Cl)C(=O)C=1C#N)#N.C(=O)(O)[O-].[Na+], predict the reaction product. The product is: [NH2:7][C:8]1[N:13]2[N:14]=[C:15]([C:17]3[O:18][CH:19]=[CH:20][CH:21]=3)[N:16]=[C:12]2[CH:11]=[C:10](/[CH:22]=[CH:23]/[CH2:24][OH:25])[N:9]=1. (8) Given the reactants Br[C:2]1[CH:7]=[CH:6][C:5]([N+:8]([O-:10])=[O:9])=[CH:4][CH:3]=1.Br[C:12]1[CH:17]=[CH:16][CH:15]=[C:14]([CH3:18])[CH:13]=1, predict the reaction product. The product is: [N+:8]([C:5]1[CH:6]=[CH:7][C:2]([C:12]2[CH:17]=[CH:16][CH:15]=[C:14]([CH3:18])[CH:13]=2)=[CH:3][CH:4]=1)([O-:10])=[O:9].